From a dataset of Catalyst prediction with 721,799 reactions and 888 catalyst types from USPTO. Predict which catalyst facilitates the given reaction. (1) Reactant: C(N(CC)CC)C.[Cl:8][C:9]1[CH:14]=[CH:13][C:12]([C:15]2[CH:16]=[CH:17][C:18]([C:21]#[CH:22])=[N:19][CH:20]=2)=[CH:11][CH:10]=1.Br[C:24]1[CH:37]=[CH:36][C:27]([O:28][CH2:29][CH2:30][N:31]2[CH2:35][CH2:34][CH2:33][CH2:32]2)=[CH:26][C:25]=1[Cl:38]. Product: [Cl:8][C:9]1[CH:10]=[CH:11][C:12]([C:15]2[CH:16]=[CH:17][C:18]([C:21]#[C:22][C:24]3[CH:37]=[CH:36][C:27]([O:28][CH2:29][CH2:30][N:31]4[CH2:35][CH2:34][CH2:33][CH2:32]4)=[CH:26][C:25]=3[Cl:38])=[N:19][CH:20]=2)=[CH:13][CH:14]=1. The catalyst class is: 31. (2) Reactant: [CH2:1]([C@H:8]([NH:13][C:14](=[O:20])[O:15][C:16]([CH3:19])([CH3:18])[CH3:17])[C:9](=[O:12])[CH:10]=[CH2:11])[C:2]1[CH:7]=[CH:6][CH:5]=[CH:4][CH:3]=1.[CH3:21][NH:22][CH3:23]. Product: [CH2:1]([C@H:8]([NH:13][C:14](=[O:20])[O:15][C:16]([CH3:19])([CH3:18])[CH3:17])[C:9](=[O:12])[CH2:10][CH2:11][N:22]([CH3:23])[CH3:21])[C:2]1[CH:7]=[CH:6][CH:5]=[CH:4][CH:3]=1. The catalyst class is: 5. (3) Reactant: Cl[CH2:2][C:3]1[N:4]=[C:5]2[CH:10]=[CH:9][CH:8]=[CH:7][N:6]2[C:11]=1[C:12]#[C:13][C:14]1[CH:19]=[CH:18][CH:17]=[CH:16][CH:15]=1.[OH:20][C:21]1[CH:22]=[C:23]([NH:27][S:28]([CH3:31])(=[O:30])=[O:29])[CH:24]=[CH:25][CH:26]=1.C(=O)([O-])[O-].[Cs+].[Cs+].[Na+].[Cl-]. Product: [C:14]1([C:13]#[C:12][C:11]2[N:6]3[CH:7]=[CH:8][CH:9]=[CH:10][C:5]3=[N:4][C:3]=2[CH2:2][O:20][C:21]2[CH:22]=[C:23]([NH:27][S:28]([CH3:31])(=[O:30])=[O:29])[CH:24]=[CH:25][CH:26]=2)[CH:19]=[CH:18][CH:17]=[CH:16][CH:15]=1. The catalyst class is: 9. (4) Reactant: Br[C:2]1[CH:3]=[C:4]([O:12][CH3:13])[C:5]2[O:10][CH2:9][O:8][CH2:7][C:6]=2[CH:11]=1.C([Li])CCC.[CH:19](N1CCOCC1)=[O:20].[Cl-].[NH4+]. Product: [CH3:13][O:12][C:4]1[C:5]2[O:10][CH2:9][O:8][CH2:7][C:6]=2[CH:11]=[C:2]([CH:19]=[O:20])[CH:3]=1. The catalyst class is: 56. (5) Reactant: C([Si](C)(C)[O:6][C:7]1[CH:12]=[CH:11][C:10]([C:13]2[C:17]([C:18]3[CH:23]=[CH:22][CH:21]=[CH:20][CH:19]=3)=[C:16]([C:24]3([CH2:27][OH:28])[CH2:26][CH2:25]3)[O:15][N:14]=2)=[CH:9][CH:8]=1)(C)(C)C.[F-].C([N+](CCCC)(CCCC)CCCC)CCC. Product: [OH:28][CH2:27][C:24]1([C:16]2[O:15][N:14]=[C:13]([C:10]3[CH:11]=[CH:12][C:7]([OH:6])=[CH:8][CH:9]=3)[C:17]=2[C:18]2[CH:23]=[CH:22][CH:21]=[CH:20][CH:19]=2)[CH2:26][CH2:25]1. The catalyst class is: 7. (6) Reactant: C([N:8]1[CH:13]2[C:14](=[O:29])[N:15]([C:18]3[CH:23]=[CH:22][C:21]([O:24][C:25]([F:28])([F:27])[F:26])=[CH:20][CH:19]=3)[C:16](=[O:17])[CH:9]1[CH2:10][S:11][CH2:12]2)C1C=CC=CC=1.FC(F)(F)C1C=CC(C2CCNCC=2)=CC=1. Product: [F:28][C:25]([F:26])([F:27])[O:24][C:21]1[CH:20]=[CH:19][C:18]([N:15]2[C:16](=[O:17])[CH:9]3[NH:8][CH:13]([CH2:12][S:11][CH2:10]3)[C:14]2=[O:29])=[CH:23][CH:22]=1. The catalyst class is: 563. (7) Reactant: [Br:1][C:2]1[CH:3]=[C:4]2[C:10](I)=[N:9][N:8]([CH:12]3[CH2:17][CH2:16][CH2:15][CH2:14][O:13]3)[C:5]2=[CH:6][N:7]=1.[C:18]([N:21]1[CH2:25][CH2:24][NH:23][C:22]1=[O:26])(=[O:20])[CH3:19].CNCCNC.C(=O)([O-])[O-].[K+].[K+].O1CCOCC1. The catalyst class is: 205. Product: [C:18]([N:21]1[CH2:25][CH2:24][N:23]([C:10]2[C:4]3[C:5](=[CH:6][N:7]=[C:2]([Br:1])[CH:3]=3)[N:8]([CH:12]3[CH2:17][CH2:16][CH2:15][CH2:14][O:13]3)[N:9]=2)[C:22]1=[O:26])(=[O:20])[CH3:19]. (8) Reactant: [C:1]([C:4]1[CH:9]=[CH:8][CH:7]=[CH:6][N:5]=1)(=O)[CH3:2].[C:10]1([C@H:16]([NH2:18])[CH3:17])[CH:15]=[CH:14][CH:13]=[CH:12][CH:11]=1.C(O)=O. Product: [C:10]1([C@H:16]([NH:18][C@@H:1]([C:4]2[CH:9]=[CH:8][CH:7]=[CH:6][N:5]=2)[CH3:2])[CH3:17])[CH:15]=[CH:14][CH:13]=[CH:12][CH:11]=1. The catalyst class is: 5. (9) Reactant: C([CH2:9][OH:10])=CC1C=CC=CC=1.[CH3:11][C:12]1[CH:19]=[CH:18][C:15]([CH:16]=[CH2:17])=[CH:14][CH:13]=1.CO. Product: [CH3:9][O:10][CH:16]([C:15]1[CH:18]=[CH:19][C:12]([CH3:11])=[CH:13][CH:14]=1)[CH3:17]. The catalyst class is: 113.